This data is from Forward reaction prediction with 1.9M reactions from USPTO patents (1976-2016). The task is: Predict the product of the given reaction. (1) Given the reactants [Cl:1][C:2]1[CH:7]=[CH:6][C:5]([C:8]2[N:13]=[C:12]([CH3:14])[NH:11][C:10]([C:19]3[CH:32]=[CH:31][C:22]([NH:23]C(=O)OC(C)(C)C)=[C:21]([CH3:33])[CH:20]=3)([C:15]([F:18])([F:17])[F:16])[CH:9]=2)=[CH:4][CH:3]=1.FC(F)(F)C(O)=O, predict the reaction product. The product is: [Cl:1][C:2]1[CH:3]=[CH:4][C:5]([C:8]2[N:13]=[C:12]([CH3:14])[NH:11][C:10]([C:19]3[CH:32]=[CH:31][C:22]([NH2:23])=[C:21]([CH3:33])[CH:20]=3)([C:15]([F:17])([F:16])[F:18])[CH:9]=2)=[CH:6][CH:7]=1. (2) Given the reactants O[C:2]1[C:11]2[C:10](=[O:12])[N:9]([CH2:13][C:14]3[CH:19]=[CH:18][C:17]([O:20][CH3:21])=[CH:16][CH:15]=3)[CH:8]=[N:7][C:6]=2[N:5]([CH3:22])[C:4](=[O:23])[C:3]=1[CH3:24].P(Cl)(Cl)([Cl:27])=O, predict the reaction product. The product is: [Cl:27][C:2]1[C:11]2[C:10](=[O:12])[N:9]([CH2:13][C:14]3[CH:19]=[CH:18][C:17]([O:20][CH3:21])=[CH:16][CH:15]=3)[CH:8]=[N:7][C:6]=2[N:5]([CH3:22])[C:4](=[O:23])[C:3]=1[CH3:24].